From a dataset of Catalyst prediction with 721,799 reactions and 888 catalyst types from USPTO. Predict which catalyst facilitates the given reaction. (1) Reactant: O.[OH-].[Li+].[CH3:4][CH:5]([O:7][CH2:8][C@@H:9]([C:36]([O:38]C)=[O:37])[NH:10][C:11]([C:13]1[C:22]([NH:23][C:24]([NH:26][C:27]2[C:32]([CH3:33])=[CH:31][C:30]([CH3:34])=[CH:29][C:28]=2[CH3:35])=[O:25])=[CH:21][C:20]2[C:15](=[CH:16][CH:17]=[CH:18][CH:19]=2)[CH:14]=1)=[O:12])[CH3:6].O.Cl. Product: [CH3:6][CH:5]([O:7][CH2:8][C@@H:9]([C:36]([OH:38])=[O:37])[NH:10][C:11]([C:13]1[C:22]([NH:23][C:24]([NH:26][C:27]2[C:32]([CH3:33])=[CH:31][C:30]([CH3:34])=[CH:29][C:28]=2[CH3:35])=[O:25])=[CH:21][C:20]2[C:15](=[CH:16][CH:17]=[CH:18][CH:19]=2)[CH:14]=1)=[O:12])[CH3:4]. The catalyst class is: 12. (2) Reactant: Cl[C:2]1[N:12]=[C:11]([Cl:13])[CH:10]=[CH:9][C:3]=1[C:4]([O:6][CH2:7]C)=[O:5].[CH3:14][O-:15].[Na+]. Product: [Cl:13][C:11]1[CH:10]=[CH:9][C:3]([C:4]([O:6][CH3:7])=[O:5])=[C:2]([O:15][CH3:14])[N:12]=1. The catalyst class is: 2. (3) Reactant: [CH3:1][N:2]1[CH2:7][CH2:6][CH:5]([NH:8][C:9]2[C:10]([NH2:18])=[CH:11][C:12]([N+:15]([O-:17])=[O:16])=[CH:13][CH:14]=2)[CH2:4][CH2:3]1.[CH2:19]([O:21][C:22]1[CH:27]=[CH:26][C:25]([CH2:28][C:29](O)=[O:30])=[CH:24][CH:23]=1)[CH3:20].C(OC1C=CC2C(=CC=CC=2)N1C(OCC)=O)C. Product: [CH2:19]([O:21][C:22]1[CH:27]=[CH:26][C:25]([CH2:28][C:29]([NH:18][C:10]2[CH:11]=[C:12]([N+:15]([O-:17])=[O:16])[CH:13]=[CH:14][C:9]=2[NH:8][CH:5]2[CH2:6][CH2:7][N:2]([CH3:1])[CH2:3][CH2:4]2)=[O:30])=[CH:24][CH:23]=1)[CH3:20]. The catalyst class is: 4. (4) Reactant: [Cl:1][C:2]1[N:7]=[N:6][C:5]([NH2:8])=[CH:4][CH:3]=1.[K].Cl[CH:11]([CH:17]=O)[C:12]([O:14][CH2:15][CH3:16])=[O:13]. The catalyst class is: 14. Product: [Cl:1][C:2]1[CH:3]=[CH:4][C:5]2[N:6]([C:11]([C:12]([O:14][CH2:15][CH3:16])=[O:13])=[CH:17][N:8]=2)[N:7]=1. (5) Reactant: [Cl:1][C:2]1[CH:3]=[CH:4][C:5]([F:11])=[C:6]([CH:10]=1)[C:7]([OH:9])=[O:8].[C:12](Cl)(=O)C(Cl)=O.CO. Product: [Cl:1][C:2]1[CH:3]=[CH:4][C:5]([F:11])=[C:6]([CH:10]=1)[C:7]([O:9][CH3:12])=[O:8]. The catalyst class is: 120.